From a dataset of Reaction yield outcomes from USPTO patents with 853,638 reactions. Predict the reaction yield, written as a fraction of the theoretical maximum amount of product (1.0 means a 100% yield; for example, 0.34 means a 34% yield). (1) The reactants are O.[NH2:2][NH2:3].[CH3:4][C:5]1[C:6]([C:25](OC)=[O:26])=[C:7]([NH:10][C:11](=[O:24])[CH2:12][N:13]2[C:22]3[C:17](=[CH:18][CH:19]=[CH:20][CH:21]=3)[CH2:16][CH2:15][C:14]2=[O:23])[S:8][CH:9]=1. The catalyst is C(O)C.[Cl-].[Na+].O. The product is [NH:2]([C:25]([C:6]1[C:5]([CH3:4])=[CH:9][S:8][C:7]=1[NH:10][C:11](=[O:24])[CH2:12][N:13]1[C:22]2[C:17](=[CH:18][CH:19]=[CH:20][CH:21]=2)[CH2:16][CH2:15][C:14]1=[O:23])=[O:26])[NH2:3]. The yield is 0.790. (2) The reactants are [F:1][C:2]1[C:7]([CH3:8])=[CH:6][CH:5]=[CH:4][C:3]=1[C@:9]1([CH2:20][F:21])[CH2:14][C@@H:13]([C:15]([F:18])([F:17])[F:16])[O:12][C:11]([NH2:19])=[N:10]1.[N+:22]([O-])([O-:24])=[O:23].[K+].[O-]P([O-])([O-])=O.[K+].[K+].[K+].C([O-])(O)=O.[Na+].[OH-].[Na+]. The catalyst is OS(O)(=O)=O.O.C(Cl)Cl. The product is [F:1][C:2]1[C:7]([CH3:8])=[CH:6][C:5]([N+:22]([O-:24])=[O:23])=[CH:4][C:3]=1[C@:9]1([CH2:20][F:21])[CH2:14][C@@H:13]([C:15]([F:17])([F:18])[F:16])[O:12][C:11]([NH2:19])=[N:10]1. The yield is 0.970. (3) The reactants are [CH2:1]([NH:3][C:4]([NH:6][C:7]1[CH:12]=[CH:11][C:10]([C:13]2[N:14]=[C:15]([N:22]3[CH2:27][CH2:26][O:25][CH2:24][C@@H:23]3[CH3:28])[C:16]3[CH2:21][NH:20][CH2:19][C:17]=3[N:18]=2)=[CH:9][CH:8]=1)=[O:5])[CH3:2].C=O.[CH3:31]CN(CC)CC.C(O[BH-](OC(=O)C)OC(=O)C)(=O)C.[Na+]. The catalyst is C1COCC1. The product is [CH2:1]([NH:3][C:4]([NH:6][C:7]1[CH:12]=[CH:11][C:10]([C:13]2[N:14]=[C:15]([N:22]3[CH2:27][CH2:26][O:25][CH2:24][C@@H:23]3[CH3:28])[C:16]3[CH2:21][N:20]([CH3:31])[CH2:19][C:17]=3[N:18]=2)=[CH:9][CH:8]=1)=[O:5])[CH3:2]. The yield is 0.330. (4) The reactants are [CH:1]1([C:6]([N:8]2[CH2:13][CH:12]=[C:11]([C:14]3[C:22]4[C:17](=[N:18][CH:19]=[C:20]([N+:24]([O-])=O)[C:21]=4[CH3:23])[N:16]([CH3:27])[CH:15]=3)[CH2:10][C:9]2([CH3:29])[CH3:28])=[O:7])[CH2:5][CH2:4][CH2:3][CH2:2]1. The catalyst is O=[Pt]=O.CCO.C(Cl)Cl. The product is [NH2:24][C:20]1[C:21]([CH3:23])=[C:22]2[C:14]([CH:11]3[CH2:12][CH2:13][N:8]([C:6]([CH:1]4[CH2:2][CH2:3][CH2:4][CH2:5]4)=[O:7])[C:9]([CH3:28])([CH3:29])[CH2:10]3)=[CH:15][N:16]([CH3:27])[C:17]2=[N:18][CH:19]=1. The yield is 0.997. (5) The reactants are [C:1]([O:10]C)(=O)[C:2]1[C:3](=[CH:5][CH:6]=[CH:7][CH:8]=1)[SH:4].[C:12]([C:14]1[CH:19]=[CH:18][CH:17]=[C:16]([S:20][C:21]([CH3:24])([CH3:23])[CH3:22])[N:15]=1)#[N:13].C(N(CC)CC)C. The catalyst is C1(C)C=CC=CC=1. The product is [C:21]([S:20][C:16]1[N:15]=[C:14]([C:12]2[S:4][C:3]3[CH:5]=[CH:6][CH:7]=[CH:8][C:2]=3[C:1](=[O:10])[N:13]=2)[CH:19]=[CH:18][CH:17]=1)([CH3:24])([CH3:22])[CH3:23]. The yield is 0.0700. (6) The reactants are FC(F)(F)C(O)=O.[OH:8][C:9]1([CH2:15][N:16]2[C:21](=[O:22])[C:20]3[CH:23]=[N:24][N:25]([CH3:26])[C:19]=3[N:18]=[CH:17]2)[CH2:14][CH2:13][NH:12][CH2:11][CH2:10]1.[Br:27][C:28]1[CH:36]=[CH:35][C:31]([C:32](O)=[O:33])=[CH:30][CH:29]=1.O.OC1C2N=NNC=2C=CC=1.C(N(CC)CC)C. The catalyst is ClCCCl. The product is [Br:27][C:28]1[CH:36]=[CH:35][C:31]([C:32]([N:12]2[CH2:13][CH2:14][C:9]([CH2:15][N:16]3[C:21](=[O:22])[C:20]4[CH:23]=[N:24][N:25]([CH3:26])[C:19]=4[N:18]=[CH:17]3)([OH:8])[CH2:10][CH2:11]2)=[O:33])=[CH:30][CH:29]=1. The yield is 0.810. (7) The reactants are [NH2:1][C@@H:2]([C:10]([OH:12])=[O:11])[CH2:3][C:4]1[CH:9]=[CH:8][CH:7]=[CH:6][CH:5]=1.[CH3:13][CH2:14]O. No catalyst specified. The product is [CH2:13]([O:11][C:10](=[O:12])[C@@H:2]([CH2:3][C:4]1[CH:9]=[CH:8][CH:7]=[CH:6][CH:5]=1)[NH2:1])[CH3:14]. The yield is 0.810. (8) The reactants are [F:1][C:2]1([F:11])[CH2:5][CH:4]([C:6](=O)[CH2:7][C:8]#[N:9])[CH2:3]1.O.[NH2:13][NH2:14]. The catalyst is CCO. The product is [F:1][C:2]1([F:11])[CH2:5][CH:4]([C:6]2[NH:14][N:13]=[C:8]([NH2:9])[CH:7]=2)[CH2:3]1. The yield is 0.390. (9) The reactants are CO[C:3](=[O:24])[C:4]1[CH:9]=[C:8]([O:10][C:11]2[CH:16]=[CH:15][C:14]([F:17])=[CH:13][C:12]=2[F:18])[CH:7]=[CH:6][C:5]=1[CH:19]=[CH:20]OCC.C(O)(C(F)(F)F)=O.[C:32]([O:36][C:37]([N:39]1[CH2:44][CH2:43][CH:42]([O:45][CH2:46][CH:47]([NH2:51])[CH:48]([CH3:50])[CH3:49])[CH2:41][CH2:40]1)=[O:38])([CH3:35])([CH3:34])[CH3:33].CCN(C(C)C)C(C)C.C(O[BH-](OC(=O)C)OC(=O)C)(=O)C.[Na+]. The catalyst is ClCCl.O. The product is [C:32]([O:36][C:37]([N:39]1[CH2:40][CH2:41][CH:42]([O:45][CH2:46][CH:47]([N:51]2[CH2:20][CH2:19][C:5]3[C:4](=[CH:9][C:8]([O:10][C:11]4[CH:16]=[CH:15][C:14]([F:17])=[CH:13][C:12]=4[F:18])=[CH:7][CH:6]=3)[C:3]2=[O:24])[CH:48]([CH3:49])[CH3:50])[CH2:43][CH2:44]1)=[O:38])([CH3:35])([CH3:34])[CH3:33]. The yield is 0.790. (10) The reactants are [CH2:1]([O:8][C:9]1[C:17]([F:18])=[CH:16][C:15]([Br:19])=[C:14]2[C:10]=1[CH:11]=[CH:12][N:13]2[CH3:20])[C:2]1[CH:7]=[CH:6][CH:5]=[CH:4][CH:3]=1.[C:21](Cl)(=[O:25])[C:22](Cl)=O.[OH2:27].NN.[OH-].[K+].Cl. The catalyst is C1COCC1.O(CCO)CCO.O. The product is [CH2:1]([O:8][C:9]1[C:17]([F:18])=[CH:16][C:15]([Br:19])=[C:14]2[C:10]=1[C:11]([CH2:22][C:21]([OH:25])=[O:27])=[CH:12][N:13]2[CH3:20])[C:2]1[CH:3]=[CH:4][CH:5]=[CH:6][CH:7]=1. The yield is 0.580.